From a dataset of Reaction yield outcomes from USPTO patents with 853,638 reactions. Predict the reaction yield, written as a fraction of the theoretical maximum amount of product (1.0 means a 100% yield; for example, 0.34 means a 34% yield). (1) The reactants are [NH2:1][CH2:2][C:3]([CH3:28])([CH3:27])[CH2:4][N:5]1[C:9]2[CH:10]=[CH:11][CH:12]=[CH:13][C:8]=2[N:7]=[C:6]1[CH2:14][N:15]([CH3:26])[CH:16]1[C:25]2[N:24]=[CH:23][CH:22]=[CH:21][C:20]=2[CH2:19][CH2:18][CH2:17]1.CN(CC1N(CCCNCCC(C)C)C2C=CC=CC=2N=1)C1[C:40]2N=CC=[CH:36][C:35]=2[CH2:34][CH2:33]C1. No catalyst specified. The product is [CH3:27][C:3]([CH3:28])([CH2:2][NH:1][CH2:33][CH2:34][CH:35]([CH3:36])[CH3:40])[CH2:4][N:5]1[C:9]2[CH:10]=[CH:11][CH:12]=[CH:13][C:8]=2[N:7]=[C:6]1[CH2:14][N:15]([CH3:26])[CH:16]1[C:25]2[N:24]=[CH:23][CH:22]=[CH:21][C:20]=2[CH2:19][CH2:18][CH2:17]1. The yield is 0.860. (2) The reactants are [NH2:1][C@H:2]([C:6]([OH:8])=[O:7])[CH:3]([CH3:5])[CH3:4].[OH-].[Na+].[C:11](Cl)(=[O:23])[CH2:12][CH2:13][CH2:14][CH2:15][CH2:16][CH2:17][CH2:18][CH2:19][CH2:20][CH2:21][CH3:22].S(=O)(=O)(O)O. The catalyst is CC(C)=O.O. The product is [C:11]([NH:1][C@H:2]([C:6]([OH:8])=[O:7])[CH:3]([CH3:5])[CH3:4])(=[O:23])[CH2:12][CH2:13][CH2:14][CH2:15][CH2:16][CH2:17][CH2:18][CH2:19][CH2:20][CH2:21][CH3:22]. The yield is 0.980.